From a dataset of Forward reaction prediction with 1.9M reactions from USPTO patents (1976-2016). Predict the product of the given reaction. (1) The product is: [C:14]([CH:13]=[C:12]([C:17]1[CH:22]=[CH:21][C:20]([NH:23][C:24](=[O:26])[CH3:25])=[CH:19][CH:18]=1)[C:6]1[CH:7]=[CH:8][C:9]([O:10][CH3:11])=[C:4]([O:3][CH2:1][CH3:2])[CH:5]=1)#[N:15]. Given the reactants [CH2:1]([O:3][C:4]1[CH:5]=[C:6]([CH:12]=[CH:13][C:14]#[N:15])[CH:7]=[CH:8][C:9]=1[O:10][CH3:11])[CH3:2].I[C:17]1[CH:22]=[CH:21][C:20]([NH:23][C:24](=[O:26])[CH3:25])=[CH:19][CH:18]=1.C([O-])(O)=O.[Na+].O, predict the reaction product. (2) Given the reactants [F:1][C:2]1[CH:7]=[C:6]([OH:8])[CH:5]=[CH:4][C:3]=1[C:9]1[N:10]=[CH:11][C:12]([C:15]([O:17][CH3:18])=[O:16])=[N:13][CH:14]=1.CS(O[CH2:24][CH:25]1[CH2:30][CH2:29][N:28]([C:31]([O:33][C:34]([CH3:37])([CH3:36])[CH3:35])=[O:32])[CH2:27][CH2:26]1)(=O)=O.C([O-])([O-])=O.[K+].[K+].[NH4+].[Cl-], predict the reaction product. The product is: [C:34]([O:33][C:31]([N:28]1[CH2:29][CH2:30][CH:25]([CH2:24][O:8][C:6]2[CH:5]=[CH:4][C:3]([C:9]3[N:10]=[CH:11][C:12]([C:15]([O:17][CH3:18])=[O:16])=[N:13][CH:14]=3)=[C:2]([F:1])[CH:7]=2)[CH2:26][CH2:27]1)=[O:32])([CH3:37])([CH3:35])[CH3:36].